From a dataset of Experimentally validated miRNA-target interactions with 360,000+ pairs, plus equal number of negative samples. Binary Classification. Given a miRNA mature sequence and a target amino acid sequence, predict their likelihood of interaction. (1) The miRNA is hsa-miR-335-5p with sequence UCAAGAGCAAUAACGAAAAAUGU. The protein sequence of the target gene is MPFRLLIPLGLLCALLPQHHGAPGPDGSAPDPAHYRERVKAMFYHAYDSYLENAFPFDELRPLTCDGHDTWGSFSLTLIDALDTLLILGNVSEFQRVVEVLQDSVDFDIDVNASVFETNIRVVGGLLSAHLLSKKAGVEVEAGWPCSGPLLRMAEEAARKLLPAFQTPTGMPYGTVNLLHGVNPGETPVTCTAGIGTFIVEFATLSSLTGDPVFEDVARVALMRLWESRSDIGLVGNHIDVLTGKWVAQDAGIGAGVDSYFEYLVKGAILLQDKKLMAMFLEYNKAIRNYTRFDDWYLWV.... Result: 1 (interaction). (2) The miRNA is hsa-miR-451a with sequence AAACCGUUACCAUUACUGAGUU. Result: 0 (no interaction). The protein sequence of the target gene is MFDTTPHSGRSTPSSSPSLRKRLQLLPPSRPPPEPEPGTMVEKGSDSSSEKGGVPGTPSTQSLGSRNFIRNSKKMQSWYSMLSPTYKQRNEDFRKLFSKLPEAERLIVDYSCALQREILLQGRLYLSENWICFYSNIFRWETTISIQLKEVTCLKKEKTAKLIPNAIQICTESEKHFFTSFGARDRCFLLIFRLWQNALLEKTLSPRELWHLVHQCYGSELGLTSEDEDYVSPLQLNGLGTPKEVGDVIALSDITSSGAADRSQEPSPVGSRRGHVTPNLSRASSDADHGAEEDKEEQVD.... (3) The miRNA is mmu-miR-1198-3p with sequence AAGCUAGCCUCUAACUCAUGGC. The protein sequence of the target gene is MSVGELYSQCTRVWIPDPDEVWRSAELTKDYKEGDKSLQLRLEDETILEYPIDVQRNQLPFLRNPDILVGENDLTALSYLHEPAVLHNLKVRFLESNHIYTYCGIVLVAINPYEQLPIYGQDVIYTYSGQNMGDMDPHIFAVAEEAYKQMARDEKNQSIIVSGESGAGKTVSAKYAMRYFATVGGSASETNIEEKVLASSPIMEAIGNAKTTRNDNSSRFGKYIQIGFDKRYHIIGANMRTYLLEKSRVVFQADDERNYHIFYQLCAAAGLPEFKELALTSAEDFFYTSQGGDTSIEGVD.... Result: 0 (no interaction). (4) The miRNA is hsa-miR-6068 with sequence CCUGCGAGUCUCCGGCGGUGG. The protein sequence of the target gene is MFLVLERKMRTHQVFPLPLLLVIASVASENASTSRGCGLDLLPQYVSLCDLDAIWGIVVEAVAGAGALITLLLMLILLVRLPFIKDKERKRPVCLHFLFLLGTLGLFGLTFAFIIQMDETICSIRRFLWGVLFALCFSCLLSQAWRVRRLVRQGTSPASWQLVSLALCLMLVQVIIATEWLVLTVLRDTKPACAYEPMDFVMALIYDMVLLAITLAQSLFTLCGKFKRWKVNGAFILVTTFLSALIWVVWMTMYLFGNSLIKQGDAWSDPTLAITLAASGWVFVIFHAIPEIHYTLLPPL.... Result: 0 (no interaction). (5) The miRNA is mmu-miR-1188-5p with sequence UGGUGUGAGGUUGGGCCAGGA. The protein sequence of the target gene is MNYQQQLANSAAIRAEIQRFESVHPNIYSIYELLERVEEPVLQNQIREHVIAIEDAFVNSQEWTLSRSVPELKVGIVGNLASGKSALVHRYLTGTYVQEESPEGGRFKKEIVVDGQSYLLLIRDEGGPPEAQFAMWVDAVIFVFSLEDEISFQTVYHYYSRMANYRNTSEIPLVLVGTQDAISSTNPRVIDDVRARKLSNDLKRCTYYETCATYGLNVERVFQDVAQKIVATRKKQQLSIGPCKSLPNSPSHSSVCSAQVSAVHISQTSNGGGSLSDYSSSVPSTPSTSQKELRIDVPPT.... Result: 0 (no interaction). (6) The miRNA is mmu-miR-202-5p with sequence UUCCUAUGCAUAUACUUCUUU. The protein sequence of the target gene is MGALLRALLLLVLAQWLLSAVPALAPAPFTLPLQVAGATNHRASAVPGLGTPELPRADGLALALEPVRATANFLAMVDNLQGDSGRGYYLEMLIGTPPQKVQILVDTGSSNFAVAGAPHSYIDTYFDSESSSTYHSKGFDVTVKYTQGSWTGFVGEDLVTIPKGFNSSFLVNIATIFESENFFLPGIKWNGILGLAYAALAKPSSSLETFFDSLVAQAKIPDIFSMQMCGAGLPVAGSGTNGGSLVLGGIEPSLYKGDIWYTPIKEEWYYQIEILKLEIGGQNLNLDCREYNADKAIVDS.... Result: 0 (no interaction). (7) The miRNA is mmu-miR-489-3p with sequence AAUGACACCACAUAUAUGGCAGC. The protein sequence of the target gene is MSVLISQSVINYVEEENIPALKALLEKCKDVDERNECGQTPLMIAAEQGNLEIVKELIKNGANCNLEDLDNWTALISASKEGHVHIVEELLKCGVNLEHRDMGGWTALMWACYKGRTDVVELLLSHGANPSVTGLYSVYPIIWAAGRGHADIVHLLLQNGAKVNCSDKYGTTPLVWAARKGHLECVKHLLAMGADVDQEGANSMTALIVAVKGGYTQSVKEILKRNPNVNLTDKDGNTALMIASKEGHTEIVQDLLDAGTYVNIPDRSGDTVLIGAVRGGHVEIVRALLQKYADIDIRGQ.... Result: 0 (no interaction). (8) The miRNA is hsa-miR-7157-5p with sequence UCAGCAUUCAUUGGCACCAGAGA. The protein sequence of the target gene is MFRAAAPGQLRRAASLLRFQSTLVIAEHANDSLAPITLNTITAATRLGGEVSCLVAGTKCDKVAQDLCKVAGIAKVLVAQHDVYKGLLPEELTPLILATQKQFNYTHICAGASAFGKNLLPRVAAKLEVAPISDIIAIKSPDTFVRTIYAGNALCTVKCDEKVKVFSVRGTSFDAAATSGGSASSEKASSTSPVEISEWLDQKLTKSDRPELTGAKVVVSGGRGLKSGENFKLLYDLADQLHAAVGASRAAVDAGFVPNDMQVGQTGKIVAPELYIAVGISGAIQHLAGMKDSKTIVAIN.... Result: 0 (no interaction).